This data is from Forward reaction prediction with 1.9M reactions from USPTO patents (1976-2016). The task is: Predict the product of the given reaction. (1) Given the reactants Br[C:2]1[CH:3]=[C:4]([CH:25]=[CH:26][N:27]=1)[C:5]([NH:7][C:8]1[S:9][C:10]2[C:16]([CH:17]3[CH2:22][CH2:21][O:20][CH2:19][CH2:18]3)=[CH:15][CH:14]=[C:13]([O:23][CH3:24])[C:11]=2[N:12]=1)=[O:6].[NH:28]1[CH2:33][CH2:32][O:31][CH2:30][CH2:29]1.C(=O)([O-])[O-].[Cs+].[Cs+], predict the reaction product. The product is: [CH3:24][O:23][C:13]1[C:11]2[N:12]=[C:8]([NH:7][C:5](=[O:6])[C:4]3[CH:25]=[CH:26][N:27]=[C:2]([N:28]4[CH2:33][CH2:32][O:31][CH2:30][CH2:29]4)[CH:3]=3)[S:9][C:10]=2[C:16]([CH:17]2[CH2:22][CH2:21][O:20][CH2:19][CH2:18]2)=[CH:15][CH:14]=1. (2) Given the reactants [F:1][C:2]([F:34])([F:33])[C:3]1[CH:28]=[C:27]([C:29]([F:32])([F:31])[F:30])[CH:26]=[CH:25][C:4]=1[CH2:5][N:6]1[C:14]2[C:9](=[CH:10][C:11]([CH:15]=[C:16]3[S:20][C:19](SCC)=[N:18][C:17]3=[O:24])=[CH:12][CH:13]=2)[CH:8]=[N:7]1.[CH3:35][NH:36][CH2:37][C:38]([OH:40])=[O:39], predict the reaction product. The product is: [F:34][C:2]([F:33])([F:1])[C:3]1[CH:28]=[C:27]([C:29]([F:31])([F:32])[F:30])[CH:26]=[CH:25][C:4]=1[CH2:5][N:6]1[C:14]2[C:9](=[CH:10][C:11]([CH:15]=[C:16]3[S:20][C:19]([N:36]([CH2:37][C:38]([OH:40])=[O:39])[CH3:35])=[N:18][C:17]3=[O:24])=[CH:12][CH:13]=2)[CH:8]=[N:7]1. (3) Given the reactants [NH2:1][C:2]1[C:3]([C:10]([O:12][CH3:13])=[O:11])=[N:4][C:5]([Cl:9])=[C:6](Cl)[N:7]=1.[CH3:14][OH:15], predict the reaction product. The product is: [NH2:1][C:2]1[C:3]([C:10]([O:12][CH3:13])=[O:11])=[N:4][C:5]([Cl:9])=[C:6]([O:15][CH3:14])[N:7]=1. (4) Given the reactants Br[C:2]1[CH:7]=[CH:6][C:5]([Cl:8])=[CH:4][C:3]=1[N+:9]([O-:11])=[O:10].[CH3:12][C:13]([C:15]1[CH:16]=[CH:17][C:18]([OH:21])=[CH:19][CH:20]=1)=[O:14].C([O-])([O-])=O.[K+].[K+].O, predict the reaction product. The product is: [Cl:8][C:5]1[CH:6]=[CH:7][C:2]([O:21][C:18]2[CH:19]=[CH:20][C:15]([C:13](=[O:14])[CH3:12])=[CH:16][CH:17]=2)=[C:3]([N+:9]([O-:11])=[O:10])[CH:4]=1. (5) Given the reactants [C:1]([C:4]1[CH:22]=[CH:21][CH:20]=[CH:19][C:5]=1[O:6][C:7]1[CH:16]=[CH:15][C:10]([C:11]([O:13][CH3:14])=[O:12])=[CH:9][C:8]=1[O:17][CH3:18])(=[O:3])[CH3:2].[BH4-].[Na+], predict the reaction product. The product is: [OH:3][CH:1]([C:4]1[CH:22]=[CH:21][CH:20]=[CH:19][C:5]=1[O:6][C:7]1[CH:16]=[CH:15][C:10]([C:11]([O:13][CH3:14])=[O:12])=[CH:9][C:8]=1[O:17][CH3:18])[CH3:2]. (6) Given the reactants [Cl:1][C:2]1[N:3]=[C:4]2[CH:12]=[CH:11][CH:10]=[N:9][C:5]2=[N:6][C:7]=1Cl.[CH3:13][N:14]1[CH2:19][CH2:18][NH:17][CH2:16][CH2:15]1.[NH4+].[Cl-], predict the reaction product. The product is: [Cl:1][C:2]1[N:3]=[C:4]2[CH:12]=[CH:11][CH:10]=[N:9][C:5]2=[N:6][C:7]=1[N:17]1[CH2:18][CH2:19][N:14]([CH3:13])[CH2:15][CH2:16]1. (7) Given the reactants [F:1][C:2]([F:26])([F:25])[O:3][C:4]1[CH:9]=[CH:8][C:7]([CH:10]2[CH2:15][NH:14][CH2:13][CH:12]([NH:16][C:17](=[O:24])[C:18]3[CH:23]=[CH:22][CH:21]=[CH:20][CH:19]=3)[CH2:11]2)=[CH:6][CH:5]=1.Cl[C:28]([N:30]1[CH2:35][CH2:34][N:33]([C:36]([O:38][C:39]([CH3:42])([CH3:41])[CH3:40])=[O:37])[CH2:32][CH2:31]1)=[O:29].C(N(CC)CC)C.O, predict the reaction product. The product is: [C:18]1([C:17]([NH:16][CH:12]2[CH2:11][CH:10]([C:7]3[CH:6]=[CH:5][C:4]([O:3][C:2]([F:1])([F:25])[F:26])=[CH:9][CH:8]=3)[CH2:15][N:14]([C:28]([N:30]3[CH2:31][CH2:32][N:33]([C:36]([O:38][C:39]([CH3:42])([CH3:41])[CH3:40])=[O:37])[CH2:34][CH2:35]3)=[O:29])[CH2:13]2)=[O:24])[CH:19]=[CH:20][CH:21]=[CH:22][CH:23]=1.